From a dataset of Full USPTO retrosynthesis dataset with 1.9M reactions from patents (1976-2016). Predict the reactants needed to synthesize the given product. (1) Given the product [ClH:29].[NH2:1][C:2]1[N:6]([CH3:7])[C:5](=[O:8])[C:4]([C:19]2[CH:20]=[C:21]([NH:25][C:26](=[O:28])[CH3:27])[CH:22]=[CH:23][CH:24]=2)([C:9]2[CH:14]=[CH:13][C:12]([O:15][CH:16]([F:17])[F:18])=[CH:11][CH:10]=2)[N:3]=1, predict the reactants needed to synthesize it. The reactants are: [NH2:1][C:2]1[N:6]([CH3:7])[C:5](=[O:8])[C:4]([C:19]2[CH:24]=[CH:23][CH:22]=[C:21]([NH2:25])[CH:20]=2)([C:9]2[CH:14]=[CH:13][C:12]([O:15][CH:16]([F:18])[F:17])=[CH:11][CH:10]=2)[N:3]=1.[C:26]([Cl:29])(=[O:28])[CH3:27].CCN(CC)CC. (2) Given the product [Br:12][C:11]1[C:4]2[C:5](=[CH:6][N:2]([CH:14]3[CH2:16][CH2:15]3)[N:1]=2)[CH:8]=[C:9]([Cl:13])[CH:10]=1, predict the reactants needed to synthesize it. The reactants are: [N:1]([C:4]1[C:11]([Br:12])=[CH:10][C:9]([Cl:13])=[CH:8][C:5]=1[CH:6]=O)=[N+:2]=[N-].[CH:14]1(N)[CH2:16][CH2:15]1. (3) Given the product [O:1]1[CH2:5][CH2:4][CH2:3][C@@H:2]1[CH2:6][NH:7][C:13]([NH2:10])=[S:16], predict the reactants needed to synthesize it. The reactants are: [O:1]1[CH2:5][CH2:4][CH2:3][C@@H:2]1[CH2:6][NH2:7].C([N:10]([CH2:13]C)CC)C.C(=S)=[S:16].OO.N.CO.